This data is from Catalyst prediction with 721,799 reactions and 888 catalyst types from USPTO. The task is: Predict which catalyst facilitates the given reaction. (1) Reactant: [F:1][C:2]1[N:6]([CH3:7])[N:5]=[C:4]([CH3:8])[C:3]=1[C:9](Cl)=[O:10].[CH:12]([NH:15][CH:16]([C:18]1[CH:24]=[CH:23][CH:22]=[CH:21][C:19]=1[NH2:20])[CH3:17])([CH3:14])[CH3:13].C(N(CC)CC)C.O. Product: [F:1][C:2]1[N:6]([CH3:7])[N:5]=[C:4]([CH3:8])[C:3]=1[C:9]([NH:20][C:19]1[CH:21]=[CH:22][CH:23]=[CH:24][C:18]=1[CH:16]([NH:15][CH:12]([CH3:14])[CH3:13])[CH3:17])=[O:10]. The catalyst class is: 4. (2) Reactant: Br[C:2]1[CH:7]=[CH:6][C:5]([S:8][CH3:9])=[C:4]([F:10])[CH:3]=1.C([Li])CCC.[B:16](OC(C)C)([O:21]C(C)C)[O:17]C(C)C.[OH-].[K+]. Product: [F:10][C:4]1[CH:3]=[C:2]([B:16]([OH:21])[OH:17])[CH:7]=[CH:6][C:5]=1[S:8][CH3:9]. The catalyst class is: 1. (3) Reactant: [CH3:1][C:2]1[CH:16]=[CH:15][C:5]2[N:6]=[C:7]([S:9][CH2:10][C:11]([O:13]C)=[O:12])[O:8][C:4]=2[CH:3]=1.[OH-].[Na+]. Product: [CH3:1][C:2]1[CH:16]=[CH:15][C:5]2[N:6]=[C:7]([S:9][CH2:10][C:11]([OH:13])=[O:12])[O:8][C:4]=2[CH:3]=1. The catalyst class is: 5. (4) Reactant: [C:1]1([C:7]2[C:8]3[C:13]([CH:14]=[C:15]4[C:20]=2[CH:19]=[CH:18][CH:17]=[CH:16]4)=[CH:12][CH:11]=[CH:10][CH:9]=3)[CH:6]=[CH:5][CH:4]=[CH:3][CH:2]=1.[Br:21]N1C(=O)CCC1=O.O.S([O-])([O-])(=O)=O.[Mg+2]. Product: [Br:21][C:14]1[C:15]2[C:20]([C:7]([C:1]3[CH:2]=[CH:3][CH:4]=[CH:5][CH:6]=3)=[C:8]3[C:13]=1[CH:12]=[CH:11][CH:10]=[CH:9]3)=[CH:19][CH:18]=[CH:17][CH:16]=2. The catalyst class is: 22. (5) Reactant: [Cl:1][C:2]1[CH:10]=[CH:9][C:8]2[NH:7][C:6]3[CH2:11][CH2:12][N:13]([CH3:16])[CH2:14][CH2:15][C:5]=3[C:4]=2[CH:3]=1.N1CCC[C@H]1C(O)=O.[O-]P([O-])([O-])=O.[K+].[K+].[K+].Br[CH:34]=[C:35]([C:37]1[CH:42]=[CH:41][C:40]([F:43])=[C:39]([F:44])[CH:38]=1)[CH3:36]. Product: [Cl:1][C:2]1[CH:10]=[CH:9][C:8]2[N:7](/[CH:34]=[C:35](/[C:37]3[CH:42]=[CH:41][C:40]([F:43])=[C:39]([F:44])[CH:38]=3)\[CH3:36])[C:6]3[CH2:11][CH2:12][N:13]([CH3:16])[CH2:14][CH2:15][C:5]=3[C:4]=2[CH:3]=1. The catalyst class is: 122. (6) Reactant: [Cl:1][C:2]1[N:10]=[CH:9][CH:8]=[CH:7][C:3]=1[C:4](Cl)=[O:5].[O:11]([C:18]1[CH:24]=[CH:23][C:21]([NH2:22])=[CH:20][CH:19]=1)[C:12]1[CH:17]=[CH:16][CH:15]=[CH:14][CH:13]=1.CCN(C(C)C)C(C)C. Product: [Cl:1][C:2]1[C:3]([C:4]([NH:22][C:21]2[CH:20]=[CH:19][C:18]([O:11][C:12]3[CH:17]=[CH:16][CH:15]=[CH:14][CH:13]=3)=[CH:24][CH:23]=2)=[O:5])=[CH:7][CH:8]=[CH:9][N:10]=1. The catalyst class is: 91. (7) Reactant: Cl.[C:2]([N:5]1[CH2:10][CH2:9][N:8]([C:11]2[CH:16]=[CH:15][C:14]([C:17](=[O:31])/[CH:18]=[CH:19]/[C:20]3[CH:25]=[CH:24][C:23](/[CH:26]=[CH:27]/[C:28](O)=[O:29])=[CH:22][CH:21]=3)=[CH:13][CH:12]=2)[CH2:7][CH2:6]1)(=[O:4])[NH2:3].C1C=CC2[N:40]([OH:41])N=NC=2C=1.C(Cl)CCl.NOC1CCCCO1. Product: [OH:41][NH:40][C:28](/[CH:27]=[CH:26]/[C:23]1[CH:24]=[CH:25][C:20](/[CH:19]=[CH:18]/[C:17]([C:14]2[CH:15]=[CH:16][C:11]([N:8]3[CH2:9][CH2:10][N:5]([C:2]([NH2:3])=[O:4])[CH2:6][CH2:7]3)=[CH:12][CH:13]=2)=[O:31])=[CH:21][CH:22]=1)=[O:29]. The catalyst class is: 3. (8) Reactant: [CH2:1]([O:8][C:9]1[CH:36]=[CH:35][C:12]([CH2:13][N:14]([CH2:27][CH2:28][C:29]2[CH:34]=[CH:33][CH:32]=[CH:31][N:30]=2)[C:15](=[O:26])[CH2:16][CH2:17][CH2:18][CH2:19][C:20]2[CH:25]=[CH:24][CH:23]=[CH:22][CH:21]=2)=[CH:11][C:10]=1[O:37][CH2:38][C:39]([OH:41])=O)[C:2]1[CH:7]=[CH:6][CH:5]=[CH:4][CH:3]=1.C(Cl)(=O)C(Cl)=O.C[N:49](C=O)C.[NH4+].[OH-]. Product: [CH2:1]([O:8][C:9]1[CH:36]=[CH:35][C:12]([CH2:13][N:14]([CH2:27][CH2:28][C:29]2[CH:34]=[CH:33][CH:32]=[CH:31][N:30]=2)[C:15](=[O:26])[CH2:16][CH2:17][CH2:18][CH2:19][C:20]2[CH:25]=[CH:24][CH:23]=[CH:22][CH:21]=2)=[CH:11][C:10]=1[O:37][CH2:38][C:39](=[O:41])[NH2:49])[C:2]1[CH:7]=[CH:6][CH:5]=[CH:4][CH:3]=1. The catalyst class is: 2.